This data is from Forward reaction prediction with 1.9M reactions from USPTO patents (1976-2016). The task is: Predict the product of the given reaction. (1) Given the reactants C(O[BH-](OC(=O)C)OC(=O)C)(=O)C.[Na+].[CH2:15]([O:17][CH:18]([O:21][CH2:22][CH3:23])[CH2:19][NH2:20])[CH3:16].[O:24]1[CH2:29][CH2:28][C:27](=O)[CH2:26][CH2:25]1.C(=O)(O)[O-].[Na+], predict the reaction product. The product is: [CH2:15]([O:17][CH:18]([O:21][CH2:22][CH3:23])[CH2:19][NH:20][CH:27]1[CH2:28][CH2:29][O:24][CH2:25][CH2:26]1)[CH3:16]. (2) Given the reactants [OH:1][CH2:2][C:3]1[CH:4]=[C:5]([CH:8]=O)[Se:6][CH:7]=1.[F:10][C:11]1[CH:12]=[C:13]2[C:17](=[CH:18][CH:19]=1)[NH:16][C:15](=[O:20])[CH2:14]2.[Se]1C=CC=C1C=O, predict the reaction product. The product is: [F:10][C:11]1[CH:12]=[C:13]2[C:17](=[CH:18][CH:19]=1)[NH:16][C:15](=[O:20])/[C:14]/2=[CH:8]\[C:5]1[Se:6][CH:7]=[C:3]([CH2:2][OH:1])[CH:4]=1. (3) Given the reactants [NH2:1][C:2]1[C:7]([C:8](=[O:10])[NH2:9])=[CH:6][CH:5]=[CH:4][C:3]=1[NH:11][C:12]([CH:14]1[CH2:23][C:22]2[C:17](=[CH:18][C:19]([NH:24][C:25]([O:27]C(C)(C)C)=[O:26])=[CH:20][CH:21]=2)[CH2:16][N:15]1[C:32]([O:34]C(C)(C)C)=[O:33])=O, predict the reaction product. The product is: [C:7]([O:27][C:25]([NH:24][C:19]1[CH:18]=[C:17]2[C:22]([CH2:23][CH:14]([C:12]3[NH:11][C:3]4[CH:4]=[CH:5][CH:6]=[C:7]([C:8](=[O:10])[NH2:9])[C:2]=4[N:1]=3)[N:15]([C:32]([O:34][C:17]([CH3:22])([CH3:18])[CH3:16])=[O:33])[CH2:16]2)=[CH:21][CH:20]=1)=[O:26])([CH3:8])([CH3:2])[CH3:6]. (4) Given the reactants [OH:1][CH:2]1[CH2:7][CH2:6][CH:5]([C:8](=[O:28])[CH2:9][CH:10]([C:18]2[CH:23]=[CH:22][C:21]([S:24]([CH3:27])(=[O:26])=[O:25])=[CH:20][CH:19]=2)[C:11]2[CH:16]=[CH:15][CH:14]=[CH:13][C:12]=2[CH3:17])[CH2:4][CH2:3]1.C[Si](C)(C)[O:31][CH2:32][CH2:33][O:34][Si](C)(C)C.FC(F)(F)S([O:46][Si:47]([CH3:50])([CH3:49])[CH3:48])(=O)=O.C(N(CC)CC)C, predict the reaction product. The product is: [CH3:27][S:24]([C:21]1[CH:22]=[CH:23][C:18]([CH:10]([C:11]2[CH:16]=[CH:15][CH:14]=[CH:13][C:12]=2[CH3:17])[CH2:9][C:8]2([CH:5]3[CH2:4][CH2:3][CH:2]([OH:1])[CH2:7][CH2:6]3)[O:31][CH2:32][CH2:33][O:28]2)=[CH:19][CH:20]=1)(=[O:25])=[O:26].[CH3:50][Si:47]([CH3:48])([CH3:49])[O:46][CH:2]1[CH2:3][CH2:4][CH:5]([C:8]2([CH2:9][CH:10]([C:18]3[CH:19]=[CH:20][C:21]([S:24]([CH3:27])(=[O:26])=[O:25])=[CH:22][CH:23]=3)[C:11]3[CH:16]=[CH:15][CH:14]=[CH:13][C:12]=3[CH3:17])[O:34][CH2:33][CH2:32][O:31]2)[CH2:6][CH2:7]1.